Dataset: Forward reaction prediction with 1.9M reactions from USPTO patents (1976-2016). Task: Predict the product of the given reaction. (1) Given the reactants C[O:2][C:3]1[CH:8]=[CH:7][C:6]([C:9]2[N:14]=[CH:13][CH:12]=[CH:11][N:10]=2)=[CH:5][CH:4]=1.B(Br)(Br)Br, predict the reaction product. The product is: [N:10]1[CH:11]=[CH:12][CH:13]=[N:14][C:9]=1[C:6]1[CH:7]=[CH:8][C:3]([OH:2])=[CH:4][CH:5]=1. (2) The product is: [CH3:1][O:2][C:3]([C@H:5]1[C@H:9]([C:10]2[CH:15]=[CH:14][CH:13]=[C:12]([Cl:16])[C:11]=2[F:17])[C@:8]([C:20]2[CH:25]=[CH:24][C:23]([Cl:26])=[CH:22][C:21]=2[F:27])([C:18]#[N:19])[C@H:7]([CH2:28][C:29]([CH3:32])([CH3:31])[CH3:30])[N:6]1[CH3:35])=[O:4]. Given the reactants [CH3:1][O:2][C:3]([C@H:5]1[C@H:9]([C:10]2[CH:15]=[CH:14][CH:13]=[C:12]([Cl:16])[C:11]=2[F:17])[C@:8]([C:20]2[CH:25]=[CH:24][C:23]([Cl:26])=[CH:22][C:21]=2[F:27])([C:18]#[N:19])[C@H:7]([CH2:28][C:29]([CH3:32])([CH3:31])[CH3:30])[NH:6]1)=[O:4].C=O.[C:35](O[BH-](OC(=O)C)OC(=O)C)(=O)C.[Na+], predict the reaction product. (3) Given the reactants BrC1[CH:7]=[CH:6][C:5]([C:8]2[CH:9]([C:26]3[CH:41]=[CH:40][C:29]([O:30][CH2:31][C@@H:32]([N:34]4[CH2:38][CH2:37][C@@H:36]([CH3:39])[CH2:35]4)[CH3:33])=[CH:28][CH:27]=3)[O:10][C:11]3[C:16]([C:17]=2[CH3:18])=[CH:15][C:14]([O:19]C2CCCCO2)=[CH:13][CH:12]=3)=[CH:4][CH:3]=1.[CH3:42][S:43]([O-:45])=[O:44].[Na+].N1CCC[CH:48]1C(O)=O.[OH-].[Na+], predict the reaction product. The product is: [CH3:18][C:17]1[C:16]2[C:11](=[CH:12][CH:13]=[C:14]([OH:19])[CH:15]=2)[O:10][CH:9]([C:26]2[CH:41]=[CH:40][C:29]([O:30][CH2:31][C@@H:32]([N:34]3[CH2:38][CH2:37][C@@H:36]([CH3:39])[CH2:35]3)[CH3:33])=[CH:28][CH:27]=2)[C:8]=1[C:5]1[CH:6]=[CH:7][C:42]([S:43]([CH3:48])(=[O:45])=[O:44])=[CH:3][CH:4]=1. (4) Given the reactants [Cl:1][C:2]1[N:7]=[CH:6][N:5]=[C:4]2[NH:8][N:9]=[C:10]([CH2:11][CH3:12])[C:3]=12.[H-].[Na+].[C:15](Cl)([C:28]1[CH:33]=[CH:32][CH:31]=[CH:30][CH:29]=1)([C:22]1[CH:27]=[CH:26][CH:25]=[CH:24][CH:23]=1)[C:16]1[CH:21]=[CH:20][CH:19]=[CH:18][CH:17]=1, predict the reaction product. The product is: [Cl:1][C:2]1[N:7]=[CH:6][N:5]=[C:4]2[N:8]([C:15]([C:16]3[CH:21]=[CH:20][CH:19]=[CH:18][CH:17]=3)([C:28]3[CH:29]=[CH:30][CH:31]=[CH:32][CH:33]=3)[C:22]3[CH:23]=[CH:24][CH:25]=[CH:26][CH:27]=3)[N:9]=[C:10]([CH2:11][CH3:12])[C:3]=12. (5) Given the reactants [CH:1]1([C:4]2[N:8]([CH3:9])[C:7]3[CH:10]=[C:11]([N:14]4[CH:19]=[CH:18][C:17]([OH:20])=[CH:16][C:15]4=[O:21])[CH:12]=[CH:13][C:6]=3[N:5]=2)[CH2:3][CH2:2]1.[F:22][C:23]1[S:27][C:26]([CH2:28]O)=[CH:25][CH:24]=1.C(P(CCCC)CCCC)CCC.N(C(N1CCCCC1)=O)=NC(N1CCCCC1)=O.[Cl-].[Cl-].[Ca+2], predict the reaction product. The product is: [CH:1]1([C:4]2[N:8]([CH3:9])[C:7]3[CH:10]=[C:11]([N:14]4[CH:19]=[CH:18][C:17]([O:20][CH2:28][C:26]5[S:27][C:23]([F:22])=[CH:24][CH:25]=5)=[CH:16][C:15]4=[O:21])[CH:12]=[CH:13][C:6]=3[N:5]=2)[CH2:2][CH2:3]1. (6) Given the reactants [NH2:1][CH2:2][CH:3]([C:9]1([CH3:14])[O:13][CH2:12][CH2:11][O:10]1)[C:4]([O:6][CH2:7][CH3:8])=[O:5].[N+:15]([C:18]1[CH:28]=[CH:27][CH:26]=[C:20]2[C:21]([O:23][C:24](=O)[C:19]=12)=[O:22])([O-:17])=[O:16], predict the reaction product. The product is: [N+:15]([C:18]1[CH:28]=[CH:27][CH:26]=[C:20]2[C:19]=1[C:24](=[O:23])[N:1]([CH2:2][CH:3]([C:9]1([CH3:14])[O:10][CH2:11][CH2:12][O:13]1)[C:4]([O:6][CH2:7][CH3:8])=[O:5])[C:21]2=[O:22])([O-:17])=[O:16]. (7) Given the reactants Br[C:2]1[CH:3]=[C:4]([C:8]2([C:18]3[CH:23]=[CH:22][N:21]=[C:20]([O:24][CH2:25][CH2:26][CH2:27][F:28])[CH:19]=3)[C:16]3[C:11](=[N:12][CH:13]=[CH:14][CH:15]=3)[C:10]([NH2:17])=[N:9]2)[CH:5]=[CH:6][CH:7]=1.[N:29]1[CH:34]=[C:33](B(O)O)[CH:32]=[N:31][CH:30]=1.C(=O)([O-])[O-].[Na+].[Na+], predict the reaction product. The product is: [F:28][CH2:27][CH2:26][CH2:25][O:24][C:20]1[CH:19]=[C:18]([C:8]2([C:4]3[CH:5]=[CH:6][CH:7]=[C:2]([C:33]4[CH:34]=[N:29][CH:30]=[N:31][CH:32]=4)[CH:3]=3)[C:16]3[C:11](=[N:12][CH:13]=[CH:14][CH:15]=3)[C:10]([NH2:17])=[N:9]2)[CH:23]=[CH:22][N:21]=1. (8) Given the reactants CN(C(ON1N=NC2C=CC=NC1=2)=[N+](C)C)C.F[P-](F)(F)(F)(F)F.CCN(C(C)C)C(C)C.[Cl:34][C:35]1[CH:43]=[C:42]([Cl:44])[CH:41]=[CH:40][C:36]=1[C:37]([OH:39])=O.[S:45]1[C:49]([C:50]2[N:54]3[CH2:55][CH2:56][NH:57][CH2:58][C:53]3=[N:52][N:51]=2)=[N:48][CH:47]=[N:46]1, predict the reaction product. The product is: [Cl:34][C:35]1[CH:43]=[C:42]([Cl:44])[CH:41]=[CH:40][C:36]=1[C:37]([N:57]1[CH2:56][CH2:55][N:54]2[C:50]([C:49]3[S:45][N:46]=[CH:47][N:48]=3)=[N:51][N:52]=[C:53]2[CH2:58]1)=[O:39].